This data is from Forward reaction prediction with 1.9M reactions from USPTO patents (1976-2016). The task is: Predict the product of the given reaction. (1) The product is: [CH2:1]([O:3][C:4](=[O:14])[C:5]([CH3:13])([CH3:12])[CH2:6][CH2:7][CH2:8][CH2:9][CH2:10][C:24]([N+:25]#[C-:26])([S:21]([C:18]1[CH:17]=[CH:16][C:15]([CH3:27])=[CH:20][CH:19]=1)(=[O:22])=[O:23])[CH2:10][CH2:9][CH2:8][CH2:7][CH2:6][C:5]([CH3:12])([CH3:13])[C:4]([O:3][CH2:1][CH3:2])=[O:14])[CH3:2]. Given the reactants [CH2:1]([O:3][C:4](=[O:14])[C:5]([CH3:13])([CH3:12])[CH2:6][CH2:7][CH2:8][CH2:9][CH2:10]Br)[CH3:2].[C:15]1([CH3:27])[CH:20]=[CH:19][C:18]([S:21]([CH2:24][N+:25]#[C-:26])(=[O:23])=[O:22])=[CH:17][CH:16]=1.[H-].[Na+], predict the reaction product. (2) The product is: [Br:16][C:9]1[C:10]2[C:15]([C:2]([C:19]3[CH:18]=[CH:17][C:26]4[C:21](=[CH:22][CH:23]=[CH:24][CH:25]=4)[CH:20]=3)=[C:3]3[C:8]=1[CH:7]=[CH:6][CH:5]=[CH:4]3)=[CH:14][CH:13]=[CH:12][CH:11]=2. Given the reactants Br[C:2]1[C:3]2[C:8]([C:9]([Br:16])=[C:10]3[C:15]=1[CH:14]=[CH:13][CH:12]=[CH:11]3)=[CH:7][CH:6]=[CH:5][CH:4]=2.[CH:17]1[C:26]2[C:21](=[CH:22][CH:23]=[CH:24][CH:25]=2)[CH:20]=[CH:19][C:18]=1B(O)O.C(=O)([O-])[O-].[Na+].[Na+], predict the reaction product. (3) Given the reactants [OH-].[Li+].[O:3]1[CH2:8][CH2:7][CH2:6][CH2:5][CH:4]1[CH2:9][CH2:10][C:11]([O:13]C)=[O:12].Cl, predict the reaction product. The product is: [O:3]1[CH2:8][CH2:7][CH2:6][CH2:5][CH:4]1[CH2:9][CH2:10][C:11]([OH:13])=[O:12]. (4) Given the reactants [N:1]1([C:7]2[CH:8]=[CH:9][C:10]3[N:11]([C:13]([C:16]([F:19])([F:18])[F:17])=[N:14][N:15]=3)[CH:12]=2)[CH2:6][CH2:5][NH:4][CH2:3][CH2:2]1.[CH3:20][O:21][C:22]1[CH:29]=[CH:28][C:25]([CH:26]=O)=[CH:24][CH:23]=1, predict the reaction product. The product is: [CH3:20][O:21][C:22]1[CH:29]=[CH:28][C:25]([CH2:26][N:4]2[CH2:3][CH2:2][N:1]([C:7]3[CH:8]=[CH:9][C:10]4[N:11]([C:13]([C:16]([F:18])([F:17])[F:19])=[N:14][N:15]=4)[CH:12]=3)[CH2:6][CH2:5]2)=[CH:24][CH:23]=1. (5) Given the reactants C(=O)C1C=CC=CC=1.[O:9]1[C:13]2([CH2:18][CH2:17][N:16]([C:19]3[CH:26]=[CH:25][C:22]([CH:23]=O)=[CH:21][CH:20]=3)[CH2:15][CH2:14]2)[O:12][CH2:11][CH2:10]1.[S:27]1[CH2:31][C:30](=[O:32])[NH:29][C:28]1=[O:33].N1CCCCC1, predict the reaction product. The product is: [O:9]1[C:13]2([CH2:18][CH2:17][N:16]([C:19]3[CH:26]=[CH:25][C:22]([CH:23]=[C:31]4[S:27][C:28](=[O:33])[NH:29][C:30]4=[O:32])=[CH:21][CH:20]=3)[CH2:15][CH2:14]2)[O:12][CH2:11][CH2:10]1.